From a dataset of Human liver microsome stability data. Regression/Classification. Given a drug SMILES string, predict its absorption, distribution, metabolism, or excretion properties. Task type varies by dataset: regression for continuous measurements (e.g., permeability, clearance, half-life) or binary classification for categorical outcomes (e.g., BBB penetration, CYP inhibition). Dataset: hlm. (1) The result is 0 (unstable in human liver microsomes). The compound is COc1cccc2c(=O)n(Cc3ccccc3C#N)c(N3CCCC(N)C3)nc12. (2) The drug is COc1ccc(S(=O)(=O)Nc2cnc(N(CC(=O)O)S(=O)(=O)c3ccc(OC)cc3)c3ccccc23)cc1. The result is 0 (unstable in human liver microsomes). (3) The molecule is CO[C@@H]1CC[C@@]2(C)[C@H](CC[C@H]3[C@@H]4CC[C@@]5(CC(C)=C4C[C@@H]32)O[C@@H]2C[C@H](C)CN[C@H]2[C@H]5C)C1. The result is 1 (stable in human liver microsomes). (4) The molecule is Cc1cc(Nc2ccc3ccccc3c2)n2ncnc2n1. The result is 1 (stable in human liver microsomes).